This data is from Full USPTO retrosynthesis dataset with 1.9M reactions from patents (1976-2016). The task is: Predict the reactants needed to synthesize the given product. Given the product [Cl:1][C:2]1[N:10]=[C:9]2[C:5]([N:6]=[C:7]([C:24]([OH:25])([CH3:26])[CH3:23])[N:8]2[CH3:11])=[C:4]([N:12]2[CH2:17][CH2:16][O:15][CH2:14][CH2:13]2)[N:3]=1, predict the reactants needed to synthesize it. The reactants are: [Cl:1][C:2]1[N:10]=[C:9]2[C:5]([N:6]=[CH:7][N:8]2[CH3:11])=[C:4]([N:12]2[CH2:17][CH2:16][O:15][CH2:14][CH2:13]2)[N:3]=1.C([Li])CCC.[CH3:23][C:24]([CH3:26])=[O:25].